From a dataset of Catalyst prediction with 721,799 reactions and 888 catalyst types from USPTO. Predict which catalyst facilitates the given reaction. (1) Reactant: Cl[CH2:2][C:3]([NH:5][C@H:6]([C:9]1[CH:14]=[C:13]([F:15])[CH:12]=[C:11]([F:16])[CH:10]=1)[CH2:7][OH:8])=[O:4].[H-].[Na+].[NH4+].[Cl-]. Product: [F:16][C:11]1[CH:10]=[C:9]([C@H:6]2[NH:5][C:3](=[O:4])[CH2:2][O:8][CH2:7]2)[CH:14]=[C:13]([F:15])[CH:12]=1. The catalyst class is: 1. (2) Reactant: [F:1][C:2]1[CH:7]=[CH:6][C:5]([C:8]2[N:12]=[CH:11][N:10]([CH3:13])[C:9]=2[C:14]2[CH:19]=[CH:18][N:17]=[C:16]([NH2:20])[CH:15]=2)=[CH:4][CH:3]=1.[C:21]([N:29]=C=O)(=[O:28])C1C=CC=CC=1.C(O)C.C(=O)([O-])[O-].[K+].[K+]. Product: [F:1][C:2]1[CH:7]=[CH:6][C:5]([C:8]2[N:12]=[CH:11][N:10]([CH3:13])[C:9]=2[C:14]2[CH:19]=[CH:18][N:17]=[C:16]([NH:20][C:21]([NH2:29])=[O:28])[CH:15]=2)=[CH:4][CH:3]=1. The catalyst class is: 2.